Dataset: Peptide-MHC class I binding affinity with 185,985 pairs from IEDB/IMGT. Task: Regression. Given a peptide amino acid sequence and an MHC pseudo amino acid sequence, predict their binding affinity value. This is MHC class I binding data. (1) The peptide sequence is MAMLADYFY. The MHC is HLA-B35:01 with pseudo-sequence HLA-B35:01. The binding affinity (normalized) is 1.00. (2) The peptide sequence is KICQNFILL. The MHC is H-2-Kb with pseudo-sequence H-2-Kb. The binding affinity (normalized) is 0.177.